From a dataset of Reaction yield outcomes from USPTO patents with 853,638 reactions. Predict the reaction yield, written as a fraction of the theoretical maximum amount of product (1.0 means a 100% yield; for example, 0.34 means a 34% yield). (1) The reactants are [CH:1](=O)[CH:2]([CH3:4])[CH3:3].C[Si](C)(C)[O:8][C:9]1[CH2:12][CH2:11][C:10]=1[O:13][Si](C)(C)C.O.C(O)(C(F)(F)F)=O. The catalyst is C(Cl)Cl.Cl[Ti](Cl)(Cl)Cl. The product is [CH:2]([CH:4]1[C:10](=[O:13])[CH2:11][CH2:12][C:9]1=[O:8])([CH3:3])[CH3:1]. The yield is 0.170. (2) The reactants are Br[C:2]1[CH:7]=[CH:6][C:5]([CH:8]([CH3:26])[C:9]([C:15]2[CH:16]=[CH:17][C:18]3[O:22][C:21](=[O:23])[N:20]([CH3:24])[C:19]=3[CH:25]=2)([OH:14])[C:10]([F:13])([F:12])[F:11])=[C:4]([Cl:27])[CH:3]=1.[F:28][C:29]1[CH:30]=[C:31](B(O)O)[CH:32]=[CH:33][C:34]=1[C:35]([O:37][CH3:38])=[O:36].C([O-])([O-])=O.[Na+].[Na+]. The catalyst is O1CCOCC1.O. The product is [CH3:38][O:37][C:35]([C:34]1[CH:33]=[CH:32][C:31]([C:2]2[CH:7]=[CH:6][C:5]([CH:8]([CH3:26])[C:9]([OH:14])([C:15]3[CH:16]=[CH:17][C:18]4[O:22][C:21](=[O:23])[N:20]([CH3:24])[C:19]=4[CH:25]=3)[C:10]([F:11])([F:13])[F:12])=[C:4]([Cl:27])[CH:3]=2)=[CH:30][C:29]=1[F:28])=[O:36]. The yield is 0.760. (3) The reactants are [CH2:1]([O:5][C:6]1[CH:10]=[CH:9][N:8](C(=O)C)[N:7]=1)[CH:2]([CH3:4])[CH3:3].[OH-].[Na+]. The catalyst is CO. The product is [CH2:1]([O:5][C:6]1[CH:10]=[CH:9][NH:8][N:7]=1)[CH:2]([CH3:4])[CH3:3]. The yield is 0.990. (4) The reactants are [CH3:1][CH:2]([C:16](=[O:28])[CH:17]=[CH:18][C:19]1[CH:24]=[CH:23][C:22]([OH:25])=[C:21]([O:26][CH3:27])[CH:20]=1)[C:3](=[O:15])[CH:4]=[CH:5][C:6]1[CH:11]=[CH:10][C:9]([OH:12])=[C:8]([O:13][CH3:14])[CH:7]=1. The catalyst is [Pd].C(OCC)(=O)C. The product is [CH3:1][CH:2]([C:3](=[O:15])[CH2:4][CH2:5][C:6]1[CH:11]=[CH:10][C:9]([OH:12])=[C:8]([O:13][CH3:14])[CH:7]=1)[C:16](=[O:28])[CH2:17][CH2:18][C:19]1[CH:24]=[CH:23][C:22]([OH:25])=[C:21]([O:26][CH3:27])[CH:20]=1. The yield is 0.380. (5) The yield is 0.930. The reactants are [CH2:1]([O:3][C:4](=[O:13])[C:5]1[CH:10]=[CH:9][C:8]([F:11])=[CH:7][C:6]=1[OH:12])[CH3:2].[C:14](=O)([O-])[O-].[Cs+].[Cs+].CI. The product is [CH2:1]([O:3][C:4](=[O:13])[C:5]1[CH:10]=[CH:9][C:8]([F:11])=[CH:7][C:6]=1[O:12][CH3:14])[CH3:2]. The catalyst is C(#N)C. (6) The reactants are [CH2:1]([N:8]1[CH:12]=[C:11]([N+:13]([O-])=O)[CH:10]=[N:9]1)[C:2]1[CH:7]=[CH:6][CH:5]=[CH:4][CH:3]=1. The catalyst is [Pd]. The product is [CH2:1]([N:8]1[CH:12]=[C:11]([NH2:13])[CH:10]=[N:9]1)[C:2]1[CH:3]=[CH:4][CH:5]=[CH:6][CH:7]=1. The yield is 0.970. (7) The reactants are [F:1][C:2]1[CH:7]=[C:6]([O:8][CH2:9][C:10]([CH3:20])([O:12][Si](CC)(CC)CC)[CH3:11])[CH:5]=[C:4]([F:21])[C:3]=1[C:22]1[N:27]=[C:26]([C:28]([O:30][CH3:31])=[O:29])[CH:25]=[CH:24][C:23]=1[F:32].Cl.CO. The catalyst is C1COCC1.CCOC(C)=O.O. The product is [F:1][C:2]1[CH:7]=[C:6]([O:8][CH2:9][C:10]([OH:12])([CH3:11])[CH3:20])[CH:5]=[C:4]([F:21])[C:3]=1[C:22]1[N:27]=[C:26]([C:28]([O:30][CH3:31])=[O:29])[CH:25]=[CH:24][C:23]=1[F:32]. The yield is 0.490.